This data is from Catalyst prediction with 721,799 reactions and 888 catalyst types from USPTO. The task is: Predict which catalyst facilitates the given reaction. (1) Reactant: [C:1]([C:3]1[CH:4]=[C:5]([C:9]#[C:10][C:11]2[CH:12]=[N:13][N:14]([CH2:16][CH2:17][C@@:18]([CH3:33])([S:29]([CH3:32])(=[O:31])=[O:30])[C:19]([NH:21][O:22]C3CCCCO3)=[O:20])[CH:15]=2)[CH:6]=[CH:7][CH:8]=1)#[N:2].Cl. Product: [C:1]([C:3]1[CH:4]=[C:5]([C:9]#[C:10][C:11]2[CH:12]=[N:13][N:14]([CH2:16][CH2:17][C@@:18]([CH3:33])([S:29]([CH3:32])(=[O:30])=[O:31])[C:19]([NH:21][OH:22])=[O:20])[CH:15]=2)[CH:6]=[CH:7][CH:8]=1)#[N:2]. The catalyst class is: 14. (2) Reactant: Br[CH:2]1[C:11]2[C:6](=[N:7][C:8]([C:18]3[CH:23]=[CH:22][CH:21]=[CH:20][CH:19]=3)=[C:9]([C:12]3[CH:17]=[CH:16][CH:15]=[CH:14][CH:13]=3)[N:10]=2)[N:5]([C:24]([O:26][C:27]([CH3:30])([CH3:29])[CH3:28])=[O:25])[CH2:4][CH2:3]1.C1CCN2C(=NCCC2)CC1. Product: [C:12]1([C:9]2[N:10]=[C:11]3[CH:2]=[CH:3][CH2:4][N:5]([C:24]([O:26][C:27]([CH3:30])([CH3:29])[CH3:28])=[O:25])[C:6]3=[N:7][C:8]=2[C:18]2[CH:23]=[CH:22][CH:21]=[CH:20][CH:19]=2)[CH:13]=[CH:14][CH:15]=[CH:16][CH:17]=1. The catalyst class is: 2.